This data is from NCI-60 drug combinations with 297,098 pairs across 59 cell lines. The task is: Regression. Given two drug SMILES strings and cell line genomic features, predict the synergy score measuring deviation from expected non-interaction effect. (1) Drug 1: COC1=C(C=C2C(=C1)N=CN=C2NC3=CC(=C(C=C3)F)Cl)OCCCN4CCOCC4. Cell line: BT-549. Synergy scores: CSS=23.4, Synergy_ZIP=-6.78, Synergy_Bliss=-0.854, Synergy_Loewe=-19.6, Synergy_HSA=0.816. Drug 2: C(CC(=O)O)C(=O)CN.Cl. (2) Drug 1: CN(C)C1=NC(=NC(=N1)N(C)C)N(C)C. Drug 2: CC1C(C(CC(O1)OC2CC(OC(C2O)C)OC3=CC4=CC5=C(C(=O)C(C(C5)C(C(=O)C(C(C)O)O)OC)OC6CC(C(C(O6)C)O)OC7CC(C(C(O7)C)O)OC8CC(C(C(O8)C)O)(C)O)C(=C4C(=C3C)O)O)O)O. Cell line: HS 578T. Synergy scores: CSS=0.233, Synergy_ZIP=14.2, Synergy_Bliss=15.6, Synergy_Loewe=7.39, Synergy_HSA=8.38. (3) Drug 1: C1=C(C(=O)NC(=O)N1)N(CCCl)CCCl. Drug 2: CCC1(CC2CC(C3=C(CCN(C2)C1)C4=CC=CC=C4N3)(C5=C(C=C6C(=C5)C78CCN9C7C(C=CC9)(C(C(C8N6C=O)(C(=O)OC)O)OC(=O)C)CC)OC)C(=O)OC)O.OS(=O)(=O)O. Cell line: HL-60(TB). Synergy scores: CSS=87.8, Synergy_ZIP=11.5, Synergy_Bliss=11.6, Synergy_Loewe=8.37, Synergy_HSA=11.3. (4) Drug 1: CC=C1C(=O)NC(C(=O)OC2CC(=O)NC(C(=O)NC(CSSCCC=C2)C(=O)N1)C(C)C)C(C)C. Drug 2: C1=NC(=NC(=O)N1C2C(C(C(O2)CO)O)O)N. Cell line: MDA-MB-435. Synergy scores: CSS=43.4, Synergy_ZIP=-3.22, Synergy_Bliss=-6.16, Synergy_Loewe=-25.3, Synergy_HSA=-7.94. (5) Drug 1: CNC(=O)C1=NC=CC(=C1)OC2=CC=C(C=C2)NC(=O)NC3=CC(=C(C=C3)Cl)C(F)(F)F. Drug 2: CS(=O)(=O)OCCCCOS(=O)(=O)C. Cell line: SNB-19. Synergy scores: CSS=-2.11, Synergy_ZIP=-2.36, Synergy_Bliss=-8.18, Synergy_Loewe=-10.4, Synergy_HSA=-9.40. (6) Drug 1: CCN(CC)CCNC(=O)C1=C(NC(=C1C)C=C2C3=C(C=CC(=C3)F)NC2=O)C. Drug 2: CN1C2=C(C=C(C=C2)N(CCCl)CCCl)N=C1CCCC(=O)O.Cl. Cell line: OVCAR-4. Synergy scores: CSS=-4.75, Synergy_ZIP=0.845, Synergy_Bliss=-3.08, Synergy_Loewe=-3.41, Synergy_HSA=-5.28. (7) Drug 1: CN(C)C1=NC(=NC(=N1)N(C)C)N(C)C. Drug 2: C1=NC2=C(N=C(N=C2N1C3C(C(C(O3)CO)O)O)F)N. Cell line: IGROV1. Synergy scores: CSS=7.25, Synergy_ZIP=-0.452, Synergy_Bliss=7.18, Synergy_Loewe=6.30, Synergy_HSA=6.26. (8) Drug 2: CCC1(CC2CC(C3=C(CCN(C2)C1)C4=CC=CC=C4N3)(C5=C(C=C6C(=C5)C78CCN9C7C(C=CC9)(C(C(C8N6C)(C(=O)OC)O)OC(=O)C)CC)OC)C(=O)OC)O.OS(=O)(=O)O. Drug 1: CN(C)C1=NC(=NC(=N1)N(C)C)N(C)C. Synergy scores: CSS=10.4, Synergy_ZIP=-0.914, Synergy_Bliss=1.43, Synergy_Loewe=-19.3, Synergy_HSA=0.764. Cell line: NCIH23. (9) Drug 1: C1C(C(OC1N2C=NC3=C2NC=NCC3O)CO)O. Drug 2: CCC1(C2=C(COC1=O)C(=O)N3CC4=CC5=C(C=CC(=C5CN(C)C)O)N=C4C3=C2)O.Cl. Cell line: A549. Synergy scores: CSS=35.6, Synergy_ZIP=-1.45, Synergy_Bliss=-1.24, Synergy_Loewe=-21.0, Synergy_HSA=0.236.